This data is from Catalyst prediction with 721,799 reactions and 888 catalyst types from USPTO. The task is: Predict which catalyst facilitates the given reaction. (1) Reactant: [CH:1]([O-])=O.[CH3:4][N:5]1[C:9]([CH2:10][C:11]2[CH:16]=[CH:15][N:14]=[C:13]([N:17]3[CH2:22][CH2:21][NH2+:20][CH2:19][CH2:18]3)[CH:12]=2)=[N:8][C:7]([C:23]2[O:27][N:26]=[C:25]([C:28]3[CH:33]=[CH:32][C:31]([O:34][C:35]([F:38])([F:37])[F:36])=[CH:30][CH:29]=3)[N:24]=2)=[N:6]1.C=O.[BH3-]C#N.[Na+]. Product: [CH3:4][N:5]1[C:9]([CH2:10][C:11]2[CH:16]=[CH:15][N:14]=[C:13]([N:17]3[CH2:22][CH2:21][N:20]([CH3:1])[CH2:19][CH2:18]3)[CH:12]=2)=[N:8][C:7]([C:23]2[O:27][N:26]=[C:25]([C:28]3[CH:29]=[CH:30][C:31]([O:34][C:35]([F:38])([F:37])[F:36])=[CH:32][CH:33]=3)[N:24]=2)=[N:6]1. The catalyst class is: 14. (2) Reactant: F[C:2](F)(F)[C:3](O)=[O:4].[CH3:8][CH:9]([O:11][C:12]1[CH:19]=[CH:18][C:17]([C:20]2[O:24][N:23]=[C:22]([C:25]3[CH:34]=[CH:33][CH:32]=[C:31]4[C:26]=3[CH2:27][CH2:28][NH:29][CH2:30]4)[N:21]=2)=[CH:16][C:13]=1[C:14]#[N:15])[CH3:10].C(O[BH-](OC(=O)C)OC(=O)C)(=O)C.[Na+].[C:49](=[O:52])([O-])O.[Na+].C(Cl)[Cl:55]. Product: [ClH:55].[OH:4][C@@H:3]([CH2:49][OH:52])[CH2:2][N:29]1[CH2:28][CH2:27][C:26]2[C:31](=[CH:32][CH:33]=[CH:34][C:25]=2[C:22]2[N:21]=[C:20]([C:17]3[CH:18]=[CH:19][C:12]([O:11][CH:9]([CH3:8])[CH3:10])=[C:13]([CH:16]=3)[C:14]#[N:15])[O:24][N:23]=2)[CH2:30]1. The catalyst class is: 5. (3) Reactant: [C:1](Cl)(=[O:5])[CH2:2][CH2:3][CH3:4].[NH2:7][CH:8]1[C:16]2[C:11](=[CH:12][CH:13]=[CH:14][CH:15]=2)[CH2:10][CH2:9]1.CCN(CC)CC. Product: [C:1]([NH:7][CH:8]1[C:16]2[C:11](=[CH:12][CH:13]=[CH:14][CH:15]=2)[CH2:10][CH2:9]1)(=[O:5])[CH2:2][CH2:3][CH3:4]. The catalyst class is: 57.